This data is from Full USPTO retrosynthesis dataset with 1.9M reactions from patents (1976-2016). The task is: Predict the reactants needed to synthesize the given product. (1) Given the product [CH:1]1([CH2:7][C:8]2[NH:12][C:11]([CH2:13][CH2:14][C:15]3[CH:16]=[CH:17][C:18]([C:21]4[C:22]([C:27]([OH:29])=[O:28])=[N:23][CH:24]=[CH:25][CH:26]=4)=[CH:19][CH:20]=3)=[N:10][CH:9]=2)[CH2:6][CH2:5][CH2:4][CH2:3][CH2:2]1, predict the reactants needed to synthesize it. The reactants are: [CH:1]1([CH2:7][C:8]2[NH:12][C:11]([CH2:13][CH2:14][C:15]3[CH:20]=[CH:19][C:18]([C:21]4[C:22]([C:27]([O:29]CC5C=CC=CC=5)=[O:28])=[N:23][CH:24]=[CH:25][CH:26]=4)=[CH:17][CH:16]=3)=[N:10][CH:9]=2)[CH2:6][CH2:5][CH2:4][CH2:3][CH2:2]1. (2) Given the product [Br:1][C:2]1[CH:3]=[C:4](/[C:8](/[CH3:13])=[CH:9]/[C:10]([Cl:17])=[O:11])[CH:5]=[CH:6][CH:7]=1, predict the reactants needed to synthesize it. The reactants are: [Br:1][C:2]1[CH:3]=[C:4](/[C:8](/[CH3:13])=[CH:9]/[C:10](O)=[O:11])[CH:5]=[CH:6][CH:7]=1.C(Cl)(=O)C([Cl:17])=O.CN(C=O)C. (3) Given the product [F:1][C:2]1[CH:3]=[CH:4][C:5]([CH2:6][CH:7]2[CH2:8][CH2:9][N:10]([C:13](=[O:17])[C:14]([NH:20][C:21]3[CH:26]=[CH:25][CH:24]=[C:23]([OH:27])[CH:22]=3)=[O:16])[CH2:11][CH2:12]2)=[CH:18][CH:19]=1, predict the reactants needed to synthesize it. The reactants are: [F:1][C:2]1[CH:19]=[CH:18][C:5]([CH2:6][CH:7]2[CH2:12][CH2:11][N:10]([C:13](=[O:17])[C:14]([OH:16])=O)[CH2:9][CH2:8]2)=[CH:4][CH:3]=1.[NH2:20][C:21]1[CH:22]=[C:23]([OH:27])[CH:24]=[CH:25][CH:26]=1. (4) Given the product [CH3:1][N:2]1[CH2:8][CH2:7][CH2:6][N:5]([C:9]2[CH:14]=[CH:13][C:12]([N:15]3[C:20](=[O:21])[C:19]4[S:22][C:23]([CH2:25][N:27]5[CH2:31][CH2:30][CH2:29][CH2:28]5)=[CH:24][C:18]=4[N:17]=[CH:16]3)=[CH:11][CH:10]=2)[CH2:4][CH2:3]1, predict the reactants needed to synthesize it. The reactants are: [CH3:1][N:2]1[CH2:8][CH2:7][CH2:6][N:5]([C:9]2[CH:14]=[CH:13][C:12]([N:15]3[C:20](=[O:21])[C:19]4[S:22][C:23]([CH:25]=O)=[CH:24][C:18]=4[N:17]=[CH:16]3)=[CH:11][CH:10]=2)[CH2:4][CH2:3]1.[NH:27]1[CH2:31][CH2:30][CH2:29][CH2:28]1. (5) Given the product [O:11]1[CH2:12][CH2:13][O:14][CH:10]1[C:8]1[CH:7]=[CH:6][C:5]2[O:1][CH:2]=[CH:3][C:4]=2[CH:9]=1, predict the reactants needed to synthesize it. The reactants are: [O:1]1[C:5]2[CH:6]=[CH:7][C:8]([CH:10]=[O:11])=[CH:9][C:4]=2[CH:3]=[CH:2]1.[CH2:12](O)[CH2:13][OH:14].C(OC)(OC)OC.[Br-].[Br-].[Br-].C([N+](CCCC)(CCCC)CCCC)CCC.C([N+](CCCC)(CCCC)CCCC)CCC.C([N+](CCCC)(CCCC)CCCC)CCC.C([O-])(O)=O.[Na+]. (6) Given the product [OH:23][CH2:22][CH2:21][CH2:20][N:11]1[C:12]2[C:8](=[CH:7][C:6]([CH2:5][CH:4]([N:1]=[N+:2]=[N-:3])[CH3:18])=[CH:14][C:13]=2[C:15]([NH2:17])=[O:16])[CH2:9][CH2:10]1, predict the reactants needed to synthesize it. The reactants are: [N:1]([CH:4]([CH3:18])[CH2:5][C:6]1[CH:7]=[C:8]2[C:12](=[C:13]([C:15]([NH2:17])=[O:16])[CH:14]=1)[NH:11][CH2:10][CH2:9]2)=[N+:2]=[N-:3].Br[CH2:20][CH2:21][CH2:22][OH:23].C(=O)([O-])[O-].[K+].[K+]. (7) Given the product [CH2:7]([O:9][C:10](=[O:23])[C:11]1[CH:16]=[C:15]([O:17][CH:27]([F:29])[F:28])[N:14]=[C:13]([NH:18][C@H:19]([CH2:21][CH3:22])[CH3:20])[CH:12]=1)[CH3:8], predict the reactants needed to synthesize it. The reactants are: C(=O)([O-])[O-].[Cs+].[Cs+].[CH2:7]([O:9][C:10](=[O:23])[C:11]1[CH:16]=[C:15]([OH:17])[N:14]=[C:13]([NH:18][C@H:19]([CH2:21][CH3:22])[CH3:20])[CH:12]=1)[CH3:8].COC(=O)[C:27](Cl)([F:29])[F:28].